This data is from Full USPTO retrosynthesis dataset with 1.9M reactions from patents (1976-2016). The task is: Predict the reactants needed to synthesize the given product. Given the product [C:18]([O:22][C:23]([N:25]1[CH2:30][CH2:29][N:28]([C:14]2[CH:15]=[CH:16][C:11]([C:10]3[O:9][CH:8]=[N:7][C:6]=3[C:4]([O:3][CH2:1][CH3:2])=[O:5])=[CH:12][CH:13]=2)[CH2:27][C:26]1([CH3:32])[CH3:31])=[O:24])([CH3:21])([CH3:19])[CH3:20], predict the reactants needed to synthesize it. The reactants are: [CH2:1]([O:3][C:4]([C:6]1[N:7]=[CH:8][O:9][C:10]=1[C:11]1[CH:16]=[CH:15][C:14](I)=[CH:13][CH:12]=1)=[O:5])[CH3:2].[C:18]([O:22][C:23]([N:25]1[CH2:30][CH2:29][NH:28][CH2:27][C:26]1([CH3:32])[CH3:31])=[O:24])([CH3:21])([CH3:20])[CH3:19].C1(C2C=CC=CC=2)C=CC=CC=1P(C1CCCCC1)C1CCCCC1.C([O-])([O-])=O.[Cs+].[Cs+].